This data is from Forward reaction prediction with 1.9M reactions from USPTO patents (1976-2016). The task is: Predict the product of the given reaction. (1) Given the reactants [H-].[H-].[H-].[H-].[Li+].[Al+3].[CH3:7][C:8]1[N:13]=[C:12]([C:14](OCC)=[O:15])[CH:11]=[C:10]([C:19]([F:22])([F:21])[F:20])[CH:9]=1.C(OCC)C.Cl, predict the reaction product. The product is: [OH:15][CH2:14][C:12]1[CH:11]=[C:10]([C:19]([F:22])([F:20])[F:21])[CH:9]=[C:8]([CH3:7])[N:13]=1. (2) Given the reactants [F:1][C:2]([F:28])([F:27])[C:3]1[CH:8]=[CH:7][C:6]([S:9]([O:12][C:13]2[CH:18]=[CH:17][CH:16]=[CH:15][C:14]=2[CH:19]2[CH2:21][CH:20]2[C:22](OCC)=[O:23])(=[O:11])=[O:10])=[CH:5][CH:4]=1, predict the reaction product. The product is: [F:27][C:2]([F:1])([F:28])[C:3]1[CH:8]=[CH:7][C:6]([S:9]([O:12][C:13]2[CH:18]=[CH:17][CH:16]=[CH:15][C:14]=2[CH:19]2[CH2:21][CH:20]2[CH2:22][OH:23])(=[O:10])=[O:11])=[CH:5][CH:4]=1. (3) Given the reactants C(OC([NH:8][S:9]([N:12]([C:18]1[C:22]([CH3:23])=[C:21]([C:24]2[CH:29]=[CH:28][CH:27]=[C:26]([NH:30][CH:31]3[CH2:36][CH2:35][CH2:34][CH2:33][CH2:32]3)[CH:25]=2)[S:20][CH:19]=1)[CH2:13][C:14]([O:16][CH3:17])=[O:15])(=[O:11])=[O:10])=O)(C)(C)C.C(O)(C(F)(F)F)=O, predict the reaction product. The product is: [CH:31]1([NH:30][C:26]2[CH:25]=[C:24]([C:21]3[S:20][CH:19]=[C:18]([N:12]([S:9](=[O:10])(=[O:11])[NH2:8])[CH2:13][C:14]([O:16][CH3:17])=[O:15])[C:22]=3[CH3:23])[CH:29]=[CH:28][CH:27]=2)[CH2:36][CH2:35][CH2:34][CH2:33][CH2:32]1. (4) Given the reactants [Cl:1][C:2]1[C:7]([N:8]2[C:12]([S:13]([C:16]3[CH:21]=[CH:20][CH:19]=[CH:18][CH:17]=3)(=[O:15])=[O:14])=[CH:11][C:10]([C:22](OCC)=[O:23])=[N:9]2)=[CH:6][CH:5]=[CH:4][N:3]=1.[H-].C([Al+]CC(C)C)C(C)C.C1(C)C=CC=CC=1.O.O.O.O.O.O.O.O.O.O.[O-]S([O-])(=O)=O.[Na+].[Na+], predict the reaction product. The product is: [Cl:1][C:2]1[C:7]([N:8]2[C:12]([S:13]([C:16]3[CH:21]=[CH:20][CH:19]=[CH:18][CH:17]=3)(=[O:15])=[O:14])=[CH:11][C:10]([CH2:22][OH:23])=[N:9]2)=[CH:6][CH:5]=[CH:4][N:3]=1. (5) Given the reactants C([O:3][C:4](=O)[C:5]([NH:27][C:28](=[O:30])[CH3:29])([CH2:11][CH2:12][C:13]1[CH:18]=[CH:17][C:16]([CH2:19][CH2:20][CH2:21][CH2:22][CH2:23][CH2:24][CH2:25][CH3:26])=[CH:15][CH:14]=1)[C:6](OCC)=[O:7])C.[BH4-].[Na+].Cl, predict the reaction product. The product is: [OH:3][CH2:4][C:5]([NH:27][C:28](=[O:30])[CH3:29])([CH2:6][OH:7])[CH2:11][CH2:12][C:13]1[CH:18]=[CH:17][C:16]([CH2:19][CH2:20][CH2:21][CH2:22][CH2:23][CH2:24][CH2:25][CH3:26])=[CH:15][CH:14]=1. (6) Given the reactants [Br:1][C:2]1[C:3]([CH3:12])=[N:4][C:5]([Cl:11])=[C:6]([N+:8]([O-])=O)[CH:7]=1.[Cl-].[NH4+], predict the reaction product. The product is: [Br:1][C:2]1[CH:7]=[C:6]([NH2:8])[C:5]([Cl:11])=[N:4][C:3]=1[CH3:12]. (7) Given the reactants [CH3:1][O:2][C:3]1[CH:4]=[C:5]2[C:10](=[CH:11][C:12]=1[O:13][CH3:14])[CH2:9][N:8](S(C1C=CC(C)=CC=1)(=O)=O)[CH2:7][C:6]2=[O:25], predict the reaction product. The product is: [CH3:1][O:2][C:3]1[CH:4]=[C:5]2[C:10](=[CH:11][C:12]=1[O:13][CH3:14])[CH:9]=[N:8][CH:7]=[C:6]2[OH:25].